Dataset: Catalyst prediction with 721,799 reactions and 888 catalyst types from USPTO. Task: Predict which catalyst facilitates the given reaction. (1) Reactant: CN(C=O)C.[Br:6][C:7]1[C:8]([Cl:26])=[CH:9][C:10]([OH:25])=[C:11]([CH:24]=1)[C:12]([N:14]([C:16]1[CH:21]=[CH:20][CH:19]=[CH:18][C:17]=1[O:22][CH3:23])[CH3:15])=[O:13].Br[CH2:28][CH2:29][CH2:30][C:31]#[N:32].C([O-])([O-])=O.[K+].[K+]. Product: [Br:6][C:7]1[C:8]([Cl:26])=[CH:9][C:10]([O:25][CH2:28][CH2:29][CH2:30][C:31]#[N:32])=[C:11]([CH:24]=1)[C:12]([N:14]([C:16]1[CH:21]=[CH:20][CH:19]=[CH:18][C:17]=1[O:22][CH3:23])[CH3:15])=[O:13]. The catalyst class is: 4. (2) Reactant: [O:1]1[CH2:6][CH2:5][N:4]([CH2:7][CH2:8][O:9][C:10]2[CH:11]=[C:12]([CH:15]=[C:16]([N+:18]([O-])=O)[CH:17]=2)[C:13]#[N:14])[CH2:3][CH2:2]1.[NH4+].[Cl-].O. Product: [NH2:18][C:16]1[CH:15]=[C:12]([CH:11]=[C:10]([O:9][CH2:8][CH2:7][N:4]2[CH2:3][CH2:2][O:1][CH2:6][CH2:5]2)[CH:17]=1)[C:13]#[N:14]. The catalyst class is: 186. (3) Reactant: [Br:1][C:2]1[CH:3]=[C:4]([C:8]2([C:11]#[N:12])[CH2:10][CH2:9]2)[CH:5]=[N:6][CH:7]=1.[OH-:13].[NH4+].OO. Product: [Br:1][C:2]1[CH:3]=[C:4]([C:8]2([C:11]([NH2:12])=[O:13])[CH2:9][CH2:10]2)[CH:5]=[N:6][CH:7]=1. The catalyst class is: 1. (4) Reactant: [CH:1]([C:4]1[N:8]([C:9]2[N:17]=[C:16]3[C:12]([N:13]=[C:14]([C:19]4([O:25][CH3:26])[CH2:24][CH2:23][CH2:22][NH:21][CH2:20]4)[N:15]3[CH3:18])=[C:11]([N:27]3[CH2:32][CH2:31][O:30][CH2:29][CH2:28]3)[N:10]=2)[C:7]2[CH:33]=[CH:34][CH:35]=[CH:36][C:6]=2[N:5]=1)([CH3:3])[CH3:2].[CH3:37][S:38]([CH:41]=[CH2:42])(=[O:40])=[O:39]. Product: [CH:1]([C:4]1[N:8]([C:9]2[N:17]=[C:16]3[C:12]([N:13]=[C:14]([C:19]4([O:25][CH3:26])[CH2:24][CH2:23][CH2:22][N:21]([CH2:42][CH2:41][S:38]([CH3:37])(=[O:40])=[O:39])[CH2:20]4)[N:15]3[CH3:18])=[C:11]([N:27]3[CH2:28][CH2:29][O:30][CH2:31][CH2:32]3)[N:10]=2)[C:7]2[CH:33]=[CH:34][CH:35]=[CH:36][C:6]=2[N:5]=1)([CH3:3])[CH3:2]. The catalyst class is: 6. (5) The catalyst class is: 1. Reactant: C1C=CC(P(C2C=CC=CC=2)C2C=CC=CC=2)=CC=1.[OH:20][C:21]1[CH:22]=[C:23]([CH:26]=[C:27]([B:29]2[O:33][C:32]([CH3:35])([CH3:34])[C:31]([CH3:37])([CH3:36])[O:30]2)[CH:28]=1)[C:24]#[N:25].N(C(OC(C)C)=O)=NC(OC(C)C)=O.O[CH:53]1[CH2:58][CH2:57][N:56]([C:59]([O:61][C:62]([CH3:65])([CH3:64])[CH3:63])=[O:60])[CH2:55][CH2:54]1. Product: [C:62]([O:61][C:59]([N:56]1[CH2:57][CH2:58][CH:53]([O:20][C:21]2[CH:28]=[C:27]([B:29]3[O:33][C:32]([CH3:35])([CH3:34])[C:31]([CH3:37])([CH3:36])[O:30]3)[CH:26]=[C:23]([C:24]#[N:25])[CH:22]=2)[CH2:54][CH2:55]1)=[O:60])([CH3:65])([CH3:63])[CH3:64].